Dataset: Reaction yield outcomes from USPTO patents with 853,638 reactions. Task: Predict the reaction yield, written as a fraction of the theoretical maximum amount of product (1.0 means a 100% yield; for example, 0.34 means a 34% yield). (1) The reactants are [ClH:1].Cl.[NH2:3][CH:4]1[CH2:9][CH2:8][N:7]([CH2:10][C@H:11]2[N:21]3[C:22]4[N:13]([C:14](=[O:24])[CH:15]=[N:16][C:17]=4[CH:18]=[CH:19][C:20]3=[O:23])[CH2:12]2)[CH2:6][CH2:5]1.C(N(CC)CC)C.[O:32]1[C:36]2=[CH:37][N:38]=[C:39]([CH:41]=O)[CH:40]=[C:35]2[CH2:34][CH2:33]1.C(O[BH-](OC(=O)C)OC(=O)C)(=O)C.[Na+].C(=O)(O)[O-].[Na+]. The catalyst is C(Cl)(Cl)Cl.CO.C(Cl)Cl.CO. The product is [ClH:1].[O:32]1[C:36]2=[CH:37][N:38]=[C:39]([CH2:41][NH:3][CH:4]3[CH2:9][CH2:8][N:7]([CH2:10][C@H:11]4[N:21]5[C:22]6[N:13]([C:14](=[O:24])[CH:15]=[N:16][C:17]=6[CH:18]=[CH:19][C:20]5=[O:23])[CH2:12]4)[CH2:6][CH2:5]3)[CH:40]=[C:35]2[CH2:34][CH2:33]1. The yield is 0.712. (2) The catalyst is CN(C=O)C.CCOCC. The product is [CH2:35]([N:22]([C@H:19]1[CH2:18][CH2:17][C@H:16]([C:3]([O:8][Si:9]([CH2:14][CH3:15])([CH2:10][CH3:11])[CH2:12][CH3:13])([C:4]([F:7])([F:6])[F:5])[C:2]([F:1])([F:33])[F:34])[CH2:21][CH2:20]1)[S:23]([C:26]1[N:27]=[C:28]([CH3:32])[N:29]([CH3:31])[CH:30]=1)(=[O:25])=[O:24])[CH3:36]. The yield is 0.950. The reactants are [F:1][C:2]([F:34])([F:33])[C:3]([C@H:16]1[CH2:21][CH2:20][C@H:19]([NH:22][S:23]([C:26]2[N:27]=[C:28]([CH3:32])[N:29]([CH3:31])[CH:30]=2)(=[O:25])=[O:24])[CH2:18][CH2:17]1)([O:8][Si:9]([CH2:14][CH3:15])([CH2:12][CH3:13])[CH2:10][CH3:11])[C:4]([F:7])([F:6])[F:5].[CH2:35]1CCN2C(=NCCC2)C[CH2:36]1.C(I)C.[NH4+].[Cl-]. (3) The product is [N:21]12[CH2:26][CH2:25][CH:24]([CH2:23][CH2:22]1)[C@H:19]([NH:18][C:13]([C:9]1[CH:10]=[CH:11][CH:12]=[C:6]3[O:5][C:4]([CH:1]4[CH2:2][CH2:3]4)=[N:8][C:7]=13)=[O:15])[CH2:20]2. The yield is 0.430. The catalyst is CN(C=O)C.ClCCl. The reactants are [CH:1]1([C:4]2[O:5][C:6]3[C:7](=[C:9]([C:13]([OH:15])=O)[CH:10]=[CH:11][CH:12]=3)[N:8]=2)[CH2:3][CH2:2]1.Cl.Cl.[NH2:18][C@H:19]1[CH:24]2[CH2:25][CH2:26][N:21]([CH2:22][CH2:23]2)[CH2:20]1.Cl.C(N=C=NCCCN(C)C)C.ON1C2C=CC=CC=2N=N1.C(N(CC)CC)C. (4) The product is [Br:1][C:2]1[CH:3]=[C:4]([CH3:11])[C:5]([N:18]2[CH:22]=[N:21][CH:20]=[N:19]2)=[C:6]([CH:9]=1)[C:7]#[N:8]. The reactants are [Br:1][C:2]1[CH:3]=[C:4]([CH3:11])[C:5](F)=[C:6]([CH:9]=1)[C:7]#[N:8].C(=O)([O-])[O-].[K+].[K+].[NH:18]1[CH:22]=[N:21][CH:20]=[N:19]1. The yield is 0.490. The catalyst is CN(C=O)C.O. (5) The reactants are [F:1][C:2]1[CH:3]=[C:4]([CH:11]=[CH:12][CH:13]=1)[CH2:5][C@@H:6]([C:8]([OH:10])=[O:9])[NH2:7].C([O-])([O-])=O.[K+].[K+].[CH2:20](Br)[C:21]1[CH:26]=[CH:25][CH:24]=[CH:23][CH:22]=1. The catalyst is O1CCOCC1.O. The product is [CH2:20]([N:7]([CH2:5][C:4]1[CH:11]=[CH:12][CH:13]=[CH:2][CH:3]=1)[C@@H:6]([CH2:5][C:4]1[CH:11]=[CH:12][CH:13]=[C:2]([F:1])[CH:3]=1)[C:8]([O:10][CH2:20][C:21]1[CH:26]=[CH:25][CH:24]=[CH:23][CH:22]=1)=[O:9])[C:21]1[CH:26]=[CH:25][CH:24]=[CH:23][CH:22]=1. The yield is 0.770. (6) The product is [Cl:1][C:2]1[CH:3]=[C:4]([CH:8]=[CH:9][N:10]=1)[C:5]([NH:11][C:12]1[CH:17]=[CH:16][CH:15]=[CH:14][CH:13]=1)=[O:6]. The reactants are [Cl:1][C:2]1[CH:3]=[C:4]([CH:8]=[CH:9][N:10]=1)[C:5](Cl)=[O:6].[NH2:11][C:12]1[CH:17]=[CH:16][CH:15]=[CH:14][CH:13]=1.CCN(C(C)C)C(C)C.O. The yield is 0.920. The catalyst is ClCCCl. (7) The reactants are [NH2:1][C:2]1[C:3]([NH:28][CH:29]2[CH2:33][CH2:32][CH2:31][CH2:30]2)=[N:4][C:5]([NH:8][C:9]2[CH:14]=[CH:13][C:12]([N:15]3[CH2:19][CH2:18][CH:17]([NH:20][C:21]([O:23][C:24]([CH3:27])([CH3:26])[CH3:25])=[O:22])[CH2:16]3)=[CH:11][CH:10]=2)=[N:6][CH:7]=1.[C:34](OCCCC)(=O)[CH:35]=[O:36].CC(O)=O. The catalyst is CCO. The product is [C:24]([O:23][C:21]([NH:20][CH:17]1[CH2:18][CH2:19][N:15]([C:12]2[CH:11]=[CH:10][C:9]([NH:8][C:5]3[N:6]=[CH:7][C:2]4[N:1]=[CH:34][C:35](=[O:36])[N:28]([CH:29]5[CH2:30][CH2:31][CH2:32][CH2:33]5)[C:3]=4[N:4]=3)=[CH:14][CH:13]=2)[CH2:16]1)=[O:22])([CH3:27])([CH3:26])[CH3:25]. The yield is 0.280.